From a dataset of Catalyst prediction with 721,799 reactions and 888 catalyst types from USPTO. Predict which catalyst facilitates the given reaction. Reactant: [CH3:1][O:2][CH2:3][CH2:4][N:5]1[CH:9]=[C:8]([N+:10]([O-:12])=[O:11])[CH:7]=[N:6]1.C[Si]([N-][Si](C)(C)C)(C)C.[Li+].[Cl:23]C(Cl)(Cl)C(Cl)(Cl)Cl. Product: [Cl:23][C:9]1[N:5]([CH2:4][CH2:3][O:2][CH3:1])[N:6]=[CH:7][C:8]=1[N+:10]([O-:12])=[O:11]. The catalyst class is: 220.